This data is from Catalyst prediction with 721,799 reactions and 888 catalyst types from USPTO. The task is: Predict which catalyst facilitates the given reaction. (1) Reactant: [C:1]([C:5]1[CH:23]=[C:8]2[N:9]=[C:10]([CH3:22])[C:11]([CH:14]([CH2:19][CH2:20][CH3:21])[C:15]([O:17][CH3:18])=[O:16])=[C:12](Cl)[N:7]2[N:6]=1)([CH3:4])([CH3:3])[CH3:2].[F:24][C:25]1[CH:30]=[C:29]([CH3:31])[CH:28]=[CH:27][C:26]=1B(O)O.C(N(C(C)C)CC)(C)C. Product: [C:1]([C:5]1[CH:23]=[C:8]2[N:9]=[C:10]([CH3:22])[C:11]([CH:14]([CH2:19][CH2:20][CH3:21])[C:15]([O:17][CH3:18])=[O:16])=[C:12]([C:26]3[CH:27]=[CH:28][C:29]([CH3:31])=[CH:30][C:25]=3[F:24])[N:7]2[N:6]=1)([CH3:4])([CH3:3])[CH3:2]. The catalyst class is: 149. (2) Reactant: [Br-].[CH2:2]([O:4][C:5]([CH2:7][N+:8]1[CH:13]=[CH:12][CH:11]=[CH:10][CH:9]=1)=[O:6])[CH3:3].CSC(SC)=C[N+]([O-])=O.[CH3:23][CH2:24][N:25](CC)[CH2:26]C. Product: [CH3:26][NH:25][C:24]1[CH:23]=[C:13]2[N:8]([C:7]=1[C:5]([O:4][CH2:2][CH3:3])=[O:6])[CH:9]=[CH:10][CH:11]=[CH:12]2. The catalyst class is: 8.